This data is from Catalyst prediction with 721,799 reactions and 888 catalyst types from USPTO. The task is: Predict which catalyst facilitates the given reaction. Reactant: [OH:1][CH:2]1[CH:9]2[CH2:10][C:5]3([C:12]([NH:14][C@H:15]4[CH2:20][CH2:19][CH2:18][NH:17][CH2:16]4)=[O:13])[CH2:6][CH:7]([CH2:11][CH:3]1[CH2:4]3)[CH2:8]2.Cl[C:22]1[CH:36]=[CH:35][C:25]([O:26][CH2:27][C:28]([N:30]([CH2:33][CH3:34])[CH2:31][CH3:32])=[O:29])=[CH:24][CH:23]=1.CC(C)([O-])C.[Na+].C(P(C(C)(C)C)C1C=CC=CC=1C1C=CC=CC=1)(C)(C)C.O1CCOCC1. Product: [CH2:33]([N:30]([CH2:31][CH3:32])[C:28](=[O:29])[CH2:27][O:26][C:25]1[CH:35]=[CH:36][C:22]([N:17]2[CH2:18][CH2:19][CH2:20][C@H:15]([NH:14][C:12]([C:5]34[CH2:10][CH:9]5[CH2:8][CH:7]([CH2:11][CH:3]([CH:2]5[OH:1])[CH2:4]3)[CH2:6]4)=[O:13])[CH2:16]2)=[CH:23][CH:24]=1)[CH3:34]. The catalyst class is: 167.